From a dataset of Catalyst prediction with 721,799 reactions and 888 catalyst types from USPTO. Predict which catalyst facilitates the given reaction. (1) Reactant: O[CH:2]1[CH2:7][CH2:6][N:5]([C:8]([O:10][C:11]([CH3:14])([CH3:13])[CH3:12])=[O:9])[CH2:4][CH2:3]1.O1CCCC1.[CH3:20][S:21](Cl)(=[O:23])=[O:22].C(N(CC)CC)C. Product: [CH3:20][S:21]([CH:2]1[CH2:7][CH2:6][N:5]([C:8]([O:10][C:11]([CH3:14])([CH3:13])[CH3:12])=[O:9])[CH2:4][CH2:3]1)(=[O:23])=[O:22]. The catalyst class is: 13. (2) Reactant: C(O)(=O)C.[CH3:5][O:6][C:7]1[CH:16]=[C:15]2[C:10]([CH2:11][CH2:12][C:13](=O)[C:14]2([CH3:18])[CH3:17])=[CH:9][CH:8]=1.Cl.[F:21][C:22]1[CH:23]=[C:24]([NH:28]N)[CH:25]=[CH:26][CH:27]=1.O. Product: [F:21][C:22]1[CH:23]=[C:24]2[C:25]([C:12]3[CH2:11][C:10]4[CH:9]=[CH:8][C:7]([O:6][CH3:5])=[CH:16][C:15]=4[C:14]([CH3:18])([CH3:17])[C:13]=3[NH:28]2)=[CH:26][CH:27]=1. The catalyst class is: 195. (3) Reactant: [CH2:1]([OH:8])[C:2]1[CH:7]=[CH:6][CH:5]=[CH:4][CH:3]=1.CC(C)([O-])C.[K+].[Cl:15][C:16]1[CH:21]=[N:20][CH:19]=[C:18](Cl)[N:17]=1. Product: [CH2:1]([O:8][C:18]1[CH:19]=[N:20][CH:21]=[C:16]([Cl:15])[N:17]=1)[C:2]1[CH:7]=[CH:6][CH:5]=[CH:4][CH:3]=1. The catalyst class is: 16. (4) Product: [CH3:32][N:33]1[CH2:38][CH2:37][N:36]([CH2:39][C:40]2[CH:45]=[CH:44][C:43]([C:2]3[CH:3]=[N:4][C:5]([N:8]4[CH2:13][CH2:12][O:11][C@H:10]([CH2:14][N:15]5[C:19]6=[N:20][C:21]([C:24]7[CH:25]=[C:26]([CH:29]=[CH:30][CH:31]=7)[C:27]#[N:28])=[CH:22][N:23]=[C:18]6[N:17]=[N:16]5)[CH2:9]4)=[N:6][CH:7]=3)=[CH:42][CH:41]=2)[CH2:35][CH2:34]1. Reactant: Br[C:2]1[CH:3]=[N:4][C:5]([N:8]2[CH2:13][CH2:12][O:11][C@H:10]([CH2:14][N:15]3[C:19]4=[N:20][C:21]([C:24]5[CH:25]=[C:26]([CH:29]=[CH:30][CH:31]=5)[C:27]#[N:28])=[CH:22][N:23]=[C:18]4[N:17]=[N:16]3)[CH2:9]2)=[N:6][CH:7]=1.[CH3:32][N:33]1[CH2:38][CH2:37][N:36]([CH2:39][C:40]2[CH:45]=[CH:44][C:43](B3OC(C)(C)C(C)(C)O3)=[CH:42][CH:41]=2)[CH2:35][CH2:34]1.C([O-])([O-])=O.[Cs+].[Cs+]. The catalyst class is: 117. (5) Reactant: Br[C:2]1[CH:10]=[C:9]2[C:5]([C:6](=[O:12])[C:7](=[O:11])[NH:8]2)=[CH:4][CH:3]=1.[CH3:13][S-:14].[Na+]. Product: [CH3:13][S:14][C:2]1[CH:10]=[C:9]2[C:5]([C:6](=[O:12])[C:7](=[O:11])[NH:8]2)=[CH:4][CH:3]=1. The catalyst class is: 42.